Dataset: Forward reaction prediction with 1.9M reactions from USPTO patents (1976-2016). Task: Predict the product of the given reaction. (1) Given the reactants C([O-])([O-])=O.[K+].[K+].[CH3:7][O:8][C:9]1[CH:14]=[C:13]([O:15][CH3:16])[CH:12]=[CH:11][C:10]=1[OH:17].[CH3:18][O:19][CH2:20]Cl, predict the reaction product. The product is: [CH3:16][O:15][C:13]1[CH:12]=[CH:11][C:10]([O:17][CH2:18][O:19][CH3:20])=[C:9]([O:8][CH3:7])[CH:14]=1. (2) The product is: [C:17]([C:25]1[CH:26]=[CH:27][C:28]([NH:31][C:32]([CH:33]2[O:7][N:11]=[C:12]([C:13]3[CH:45]=[N:44][CH:46]=[N:9][CH:14]=3)[CH2:34]2)=[O:35])=[CH:29][CH:30]=1)(=[O:24])[C:18]1[CH:19]=[CH:20][CH:21]=[CH:22][CH:23]=1. Given the reactants ClN1CC(=[O:7])CC1=O.[N:9]1[CH:14]=[C:13](C=O)[CH:12]=[N:11]C=1.[C:17]([C:25]1[CH:30]=[CH:29][C:28]([NH:31][C:32](=[O:35])[CH:33]=[CH2:34])=[CH:27][CH:26]=1)(=[O:24])[C:18]1[CH:23]=[CH:22][CH:21]=[CH:20][CH:19]=1.C(N(CC)CC)C.C[N:44]([CH:46]=O)[CH3:45], predict the reaction product. (3) Given the reactants [OH:1][CH2:2][CH:3]1[CH2:8][CH2:7][CH:6]([OH:9])[CH2:5][CH2:4]1.C1N=CN([C:15]([N:17]2[CH:21]=N[CH:19]=[CH:18]2)=[O:16])C=1.N1CCCC1.[CH3:27]I.[CH2:29]([NH2:37])[CH2:30][C:31]1[CH:36]=[CH:35][CH:34]=[CH:33][CH:32]=1.[O:38]1CCC[CH2:39]1, predict the reaction product. The product is: [CH2:29]([NH:37][C:39]([O:9][CH:6]1[CH2:7][CH2:8][CH:3]([CH2:2][O:1][C:15]([N:17]2[CH2:18][CH2:19][CH2:27][CH2:21]2)=[O:16])[CH2:4][CH2:5]1)=[O:38])[CH2:30][C:31]1[CH:36]=[CH:35][CH:34]=[CH:33][CH:32]=1. (4) Given the reactants [Cl:1][C:2]1[CH:7]=[CH:6][C:5]([OH:8])=[CH:4][CH:3]=1.Br[CH2:10][CH2:11][CH2:12][Cl:13], predict the reaction product. The product is: [Cl:1][C:2]1[CH:7]=[CH:6][C:5]([O:8][CH2:10][CH2:11][CH2:12][Cl:13])=[CH:4][CH:3]=1. (5) Given the reactants C(OC(=O)[NH:7][CH:8]([C:10]1[CH:15]=[CH:14][C:13]([C:16](=[O:24])[NH:17][C:18]2[CH:23]=[CH:22][N:21]=[CH:20][CH:19]=2)=[CH:12][C:11]=1[N+:25]([O-:27])=[O:26])[CH3:9])(C)(C)C.[ClH:29], predict the reaction product. The product is: [ClH:29].[ClH:29].[NH2:7][CH:8]([C:10]1[CH:15]=[CH:14][C:13]([C:16]([NH:17][C:18]2[CH:23]=[CH:22][N:21]=[CH:20][CH:19]=2)=[O:24])=[CH:12][C:11]=1[N+:25]([O-:27])=[O:26])[CH3:9].